Dataset: Forward reaction prediction with 1.9M reactions from USPTO patents (1976-2016). Task: Predict the product of the given reaction. (1) Given the reactants [Cl:1][C:2]1[CH:3]=[C:4]([CH:10]([CH3:15])[C:11]([O:13]C)=[O:12])[CH:5]=[CH:6][C:7]=1[C:8]#[N:9].O1CCCC1.O.[OH-].[Na+], predict the reaction product. The product is: [Cl:1][C:2]1[CH:3]=[C:4]([CH:10]([CH3:15])[C:11]([OH:13])=[O:12])[CH:5]=[CH:6][C:7]=1[C:8]#[N:9]. (2) Given the reactants CO[CH:3](OC)[C:4]1[CH:12]=[CH:11][CH:10]=[C:9]([F:13])[C:5]=1[C:6](O)=[O:7].C(O)(=O)C.[NH2:20][NH2:21].C(OCC)(=O)C, predict the reaction product. The product is: [F:13][C:9]1[CH:10]=[CH:11][CH:12]=[C:4]2[C:5]=1[C:6](=[O:7])[NH:21][N:20]=[CH:3]2. (3) The product is: [C:31]1([CH3:34])[CH:30]=[CH:29][C:28]([C:26]2[N:27]=[C:22]3[CH2:21][CH2:20][CH2:19][N:18]([CH2:17][CH2:16][CH2:15][CH2:14][CH:12]4[O:11][NH:10][C:9](=[O:8])[CH2:13]4)[C:23]3=[N:24][C:25]=2[C:35]2[CH:36]=[CH:37][C:38]([CH3:41])=[CH:39][CH:40]=2)=[CH:33][CH:32]=1. Given the reactants C([O:8][C:9]1[CH2:13][CH:12]([CH2:14][CH2:15][CH2:16][CH2:17][N:18]2[C:23]3=[N:24][C:25]([C:35]4[CH:40]=[CH:39][C:38]([CH3:41])=[CH:37][CH:36]=4)=[C:26]([C:28]4[CH:33]=[CH:32][C:31]([CH3:34])=[CH:30][CH:29]=4)[N:27]=[C:22]3[CH2:21][CH2:20][CH2:19]2)[O:11][N:10]=1)C1C=CC=CC=1.[H][H], predict the reaction product. (4) Given the reactants [F:1][C:2]([F:17])([F:16])[C:3]1[CH:4]=[C:5]([CH:13]=[CH:14][CH:15]=1)[CH2:6][N:7]1[CH2:12][CH2:11][NH:10][CH2:9][CH2:8]1.[F:18][C:19]1[CH:24]=[CH:23][C:22]([C:25]2([C:35]3[CH:40]=[CH:39][C:38]([F:41])=[CH:37][CH:36]=3)[CH2:29][CH2:28][N:27]([CH2:30][C:31](O)=[O:32])[C:26]2=[O:34])=[CH:21][CH:20]=1.Cl.C(N=C=NCCCN(C)C)C, predict the reaction product. The product is: [F:18][C:19]1[CH:24]=[CH:23][C:22]([C:25]2([C:35]3[CH:36]=[CH:37][C:38]([F:41])=[CH:39][CH:40]=3)[CH2:29][CH2:28][N:27]([CH2:30][C:31](=[O:32])[N:10]3[CH2:11][CH2:12][N:7]([CH2:6][C:5]4[CH:13]=[CH:14][CH:15]=[C:3]([C:2]([F:1])([F:16])[F:17])[CH:4]=4)[CH2:8][CH2:9]3)[C:26]2=[O:34])=[CH:21][CH:20]=1. (5) The product is: [CH2:14]([C:13]([C:18]1[S:22][C:21]([S:23]([OH:26])(=[O:25])=[O:24])=[C:20]([CH3:27])[CH:19]=1)([C:10]1[CH:11]=[CH:12][C:7]([OH:6])=[C:8]([CH3:28])[CH:9]=1)[CH2:16][CH3:17])[CH3:15]. Given the reactants C([Si](C)(C)[O:6][C:7]1[CH:12]=[CH:11][C:10]([C:13]([C:18]2[S:22][C:21]([S:23]([OH:26])(=[O:25])=[O:24])=[C:20]([CH3:27])[CH:19]=2)([CH2:16][CH3:17])[CH2:14][CH3:15])=[CH:9][C:8]=1[CH3:28])(C)(C)C.[F-].C([N+](CCCC)(CCCC)CCCC)CCC, predict the reaction product. (6) The product is: [OH:2][C:3]1[CH:8]=[CH:7][C:6]([N:9]2[CH2:10][CH2:11][N:12]([C:15]3[CH:16]=[CH:17][C:18]([N:21]4[C:25](=[O:26])[N:24]([CH3:27])[N:23]=[CH:22]4)=[CH:19][CH:20]=3)[CH2:13][CH2:14]2)=[CH:5][CH:4]=1. Given the reactants C[O:2][C:3]1[CH:8]=[CH:7][C:6]([N:9]2[CH2:14][CH2:13][N:12]([C:15]3[CH:20]=[CH:19][C:18]([N:21]4[C:25](=[O:26])[N:24]([CH3:27])[N:23]=[CH:22]4)=[CH:17][CH:16]=3)[CH2:11][CH2:10]2)=[CH:5][CH:4]=1, predict the reaction product.